Dataset: Full USPTO retrosynthesis dataset with 1.9M reactions from patents (1976-2016). Task: Predict the reactants needed to synthesize the given product. (1) Given the product [CH3:1][O:2][C:3]1[CH:11]=[C:7]([C:8]([OH:10])=[O:9])[C:6]([OH:12])=[CH:5][CH:4]=1.[CH2:13]([NH2:17])[CH2:14][CH2:15][CH3:16], predict the reactants needed to synthesize it. The reactants are: [CH3:1][O:2][C:3]1[CH:11]=[C:7]([C:8]([OH:10])=[O:9])[C:6]([OH:12])=[CH:5][CH:4]=1.[CH2:13]([NH2:17])[CH2:14][CH2:15][CH3:16]. (2) Given the product [CH3:25][O:26][C:27]1[CH:28]=[C:29]([NH:30][C:2]2[C:11]3[NH:12][N:13]=[CH:14][C:10]=3[C:9]3[C:8]([F:24])=[CH:7][CH:6]=[CH:5][C:4]=3[N:3]=2)[CH:31]=[CH:32][C:33]=1[O:34][CH3:35], predict the reactants needed to synthesize it. The reactants are: Cl[C:2]1[C:11]2=[N:12][N:13](CC3C=CC(OC)=CC=3)[CH:14]=[C:10]2[C:9]2[C:8]([F:24])=[CH:7][CH:6]=[CH:5][C:4]=2[N:3]=1.[CH3:25][O:26][C:27]1[CH:28]=[C:29]([CH:31]=[CH:32][C:33]=1[O:34][CH3:35])[NH2:30].Cl. (3) Given the product [Cl:50][C:51]1[CH:52]=[CH:53][C:54]2[O:63][C:62]3[C:61](=[O:64])[NH:60][C:59]([C@@H:65]4[CH2:69][C@H:68]([OH:70])[CH2:67][NH:66]4)=[N:58][C:57]=3[C:55]=2[CH:56]=1, predict the reactants needed to synthesize it. The reactants are: BrC1C=CC2OC3C(=O)NC(C4CCNCC4)=NC=3C=2C=1.BrC1C=CC2OC3C(=O)NC(C4CCN(C(OC(C)(C)C)=O)CC4)=NC=3C=2C=1.[Cl:50][C:51]1[CH:52]=[CH:53][C:54]2[O:63][C:62]3[C:61](=[O:64])[NH:60][C:59]([C@@H:65]4[CH2:69][C@H:68]([OH:70])[CH2:67][N:66]4C(OC(C)(C)C)=O)=[N:58][C:57]=3[C:55]=2[CH:56]=1. (4) Given the product [Br:12][C:7]1[CH:8]=[CH:9][CH:10]=[C:11]2[C:6]=1[CH:5]=[CH:4][N:3]=[C:2]2[C:18]1[CH:19]=[CH:20][C:15]([C:13]#[N:14])=[C:16]([NH:30][CH:31]2[CH2:36][CH2:35][CH:34]([OH:37])[CH2:33][CH2:32]2)[CH:17]=1, predict the reactants needed to synthesize it. The reactants are: Cl[C:2]1[C:11]2[C:6](=[C:7]([Br:12])[CH:8]=[CH:9][CH:10]=2)[CH:5]=[CH:4][N:3]=1.[C:13]([C:15]1[CH:20]=[CH:19][C:18](B2OC(C)(C)C(C)(C)O2)=[CH:17][C:16]=1[NH:30][CH:31]1[CH2:36][CH2:35][CH:34]([OH:37])[CH2:33][CH2:32]1)#[N:14].C(=O)([O-])[O-].[Na+].[Na+].